Dataset: Forward reaction prediction with 1.9M reactions from USPTO patents (1976-2016). Task: Predict the product of the given reaction. (1) Given the reactants [F:1][C:2]1[CH:16]=[CH:15][C:5]([CH2:6][NH:7][C:8]2[CH:13]=[CH:12][C:11]([F:14])=[CH:10][CH:9]=2)=[CH:4][CH:3]=1.[CH3:17][C:18]1([CH3:28])[O:22][C:21](=[O:23])/[C:20](=[CH:24]/[C:25](Cl)=[O:26])/[O:19]1.ClC1C=CC(N(CC2C=CC(C)=CC=2)C(=O)C=C2C(=O)OC(C)(C)O2)=CC=1, predict the reaction product. The product is: [CH3:17][C:18]1([CH3:28])[O:19][C:20](=[CH:24][C:25]([N:7]([CH2:6][C:5]2[CH:15]=[CH:16][C:2]([F:1])=[CH:3][CH:4]=2)[C:8]2[CH:13]=[CH:12][C:11]([F:14])=[CH:10][CH:9]=2)=[O:26])[C:21](=[O:23])[O:22]1. (2) Given the reactants [CH3:1]C(C)([O-])C.[K+].[CH3:7][O:8][CH2:9][CH2:10][C:11]1[NH:15][C:14]([C:16]([O:18][CH2:19][CH3:20])=[O:17])=[C:13]([C:21]2[CH:26]=[CH:25][CH:24]=[CH:23][CH:22]=2)[C:12]=1[C:27]([O:29][CH2:30][CH3:31])=[O:28].CI.[Cl-].[NH4+], predict the reaction product. The product is: [CH3:7][O:8][CH2:9][CH2:10][C:11]1[N:15]([CH3:1])[C:14]([C:16]([O:18][CH2:19][CH3:20])=[O:17])=[C:13]([C:21]2[CH:26]=[CH:25][CH:24]=[CH:23][CH:22]=2)[C:12]=1[C:27]([O:29][CH2:30][CH3:31])=[O:28]. (3) Given the reactants [Br:1][C:2]1[CH:3]=[CH:4][CH:5]=[C:6]2[C:11]=1[NH:10][CH2:9][CH2:8][C:7]2=O.Cl.[NH2:14][OH:15].N1C=CC=CC=1, predict the reaction product. The product is: [Br:1][C:2]1[CH:3]=[CH:4][CH:5]=[C:6]2[C:11]=1[NH:10][CH2:9][CH2:8][C:7]2=[N:14][OH:15]. (4) The product is: [CH:47]12[CH2:56][CH:51]3[CH2:52][CH:53]([CH2:55][CH:49]([CH2:50]3)[CH:48]1[CH2:57][O:58][C:19]1[C:18]([Cl:17])=[CH:32][C:22]([C:23]([NH:25][S:26](=[O:31])(=[O:30])[N:27]([CH3:29])[CH3:28])=[O:24])=[C:21]([F:33])[CH:20]=1)[CH2:54]2. Given the reactants ClC1C(F)=CC(F)=C(C=1)C(NS(C)(=O)=O)=O.[Cl:17][C:18]1[C:19](F)=[CH:20][C:21]([F:33])=[C:22]([CH:32]=1)[C:23]([NH:25][S:26](=[O:31])(=[O:30])[N:27]([CH3:29])[CH3:28])=[O:24].C12(CO)CC3CC(CC(C3)C1)C2.[CH:47]12[CH2:56][CH:51]3[CH2:52][CH:53]([CH2:55][CH:49]([CH2:50]3)[CH:48]1[CH2:57][OH:58])[CH2:54]2, predict the reaction product. (5) The product is: [Cl:12][C:8]1[CH:9]=[C:10]2[C:5]([N:4]=[C:3]([CH3:13])[C:2]([NH:15][NH2:16])=[N:11]2)=[CH:6][CH:7]=1. Given the reactants Cl[C:2]1[C:3]([CH3:13])=[N:4][C:5]2[C:10]([N:11]=1)=[CH:9][C:8]([Cl:12])=[CH:7][CH:6]=2.O.[NH2:15][NH2:16], predict the reaction product. (6) Given the reactants FC(F)(F)C1C=C(NC(=O)NC2C=CC(C3SC(CCC(OC)=O)=NC=3)=CC=2)C=CC=1.[NH2:32][C:33]1[CH:38]=[CH:37][C:36]([C:39]2[N:43]=[C:42]([CH2:44][CH2:45][C:46](C)(C)[C:47]([O:49][CH3:50])=[O:48])[O:41][N:40]=2)=[CH:35][CH:34]=1.[F:53][C:54]1[CH:59]=[C:58]([F:60])[CH:57]=[CH:56][C:55]=1[N:61]=[C:62]=[O:63], predict the reaction product. The product is: [F:53][C:54]1[CH:59]=[C:58]([F:60])[CH:57]=[CH:56][C:55]=1[NH:61][C:62](=[O:63])[NH:32][C:33]1[CH:34]=[CH:35][C:36]([C:39]2[N:43]=[C:42]([CH2:44][CH2:45][CH2:46][C:47]([O:49][CH3:50])=[O:48])[O:41][N:40]=2)=[CH:37][CH:38]=1.